From a dataset of Catalyst prediction with 721,799 reactions and 888 catalyst types from USPTO. Predict which catalyst facilitates the given reaction. (1) Reactant: C(N(CC)CC)C.[Cl:8][C:9]1[CH:10]=[C:11]([C:16]2([C:30]([F:33])([F:32])[F:31])[O:20][N:19]=[C:18]([C:21]3[CH:29]=[CH:28][C:24]([C:25](Cl)=[O:26])=[CH:23][CH:22]=3)[CH2:17]2)[CH:12]=[C:13]([Cl:15])[CH:14]=1.[F:34][C:35]([F:39])([F:38])[CH2:36][NH2:37]. Product: [Cl:8][C:9]1[CH:10]=[C:11]([C:16]2([C:30]([F:33])([F:32])[F:31])[O:20][N:19]=[C:18]([C:21]3[CH:29]=[CH:28][C:24]([C:25]([NH:37][CH2:36][C:35]([F:39])([F:38])[F:34])=[O:26])=[CH:23][CH:22]=3)[CH2:17]2)[CH:12]=[C:13]([Cl:15])[CH:14]=1. The catalyst class is: 146. (2) Reactant: Br[C:2]1[C:10]2[O:9][CH2:8][C@@H:7]([N:11]([C:26](=[O:31])[C:27]([F:30])([F:29])[F:28])[C:12]3[CH:25]=[CH:24][C:15]4[C@H:16]([CH2:19][C:20]([O:22][CH3:23])=[O:21])[CH2:17][O:18][C:14]=4[CH:13]=3)[C:6]=2[CH:5]=[CH:4][CH:3]=1.[NH2:32][C:33]1[CH:34]=[C:35]([CH:38]=[CH:39][CH:40]=1)[C:36]#[N:37].C1(P(C2C=CC=CC=2)C2C3OC4C(=CC=CC=4P(C4C=CC=CC=4)C4C=CC=CC=4)C(C)(C)C=3C=CC=2)C=CC=CC=1.C(=O)([O-])[O-].[Cs+].[Cs+]. Product: [C:36]([C:35]1[CH:34]=[C:33]([NH:32][C:2]2[C:10]3[O:9][CH2:8][C@@H:7]([N:11]([C:26](=[O:31])[C:27]([F:30])([F:29])[F:28])[C:12]4[CH:25]=[CH:24][C:15]5[C@H:16]([CH2:19][C:20]([O:22][CH3:23])=[O:21])[CH2:17][O:18][C:14]=5[CH:13]=4)[C:6]=3[CH:5]=[CH:4][CH:3]=2)[CH:40]=[CH:39][CH:38]=1)#[N:37]. The catalyst class is: 101. (3) Reactant: CC(OC(/N=N/C(OC(C)C)=O)=O)C.[OH:15][CH2:16][C@@H:17]1[O:21][C:20](=[O:22])[N:19]([C:23]2[CH:28]=[CH:27][CH:26]=[CH:25][CH:24]=2)[CH2:18]1.C1(P(C2C=CC=CC=2)C2C=CC=CC=2)C=CC=CC=1.O[C:49]1[CH:53]=[N:52][S:51][N:50]=1. Product: [S:51]1[N:52]=[CH:53][C:49]([O:15][CH2:16][C@@H:17]2[O:21][C:20](=[O:22])[N:19]([C:23]3[CH:24]=[CH:25][CH:26]=[CH:27][CH:28]=3)[CH2:18]2)=[N:50]1. The catalyst class is: 1.